Dataset: Full USPTO retrosynthesis dataset with 1.9M reactions from patents (1976-2016). Task: Predict the reactants needed to synthesize the given product. (1) The reactants are: [CH3:1][C:2]1([CH3:18])[C:10]2[C:5](=[CH:6][C:7]([O:11][CH2:12]C(OCC)=O)=[CH:8][CH:9]=2)[CH2:4][CH2:3]1. Given the product [CH3:12][O:11][C:7]1[CH:6]=[C:5]2[C:10](=[CH:9][CH:8]=1)[C:2]([CH3:18])([CH3:1])[CH2:3][CH2:4]2, predict the reactants needed to synthesize it. (2) Given the product [NH:25]1[C:26]2[C:31](=[CH:30][CH:29]=[CH:28][CH:27]=2)[CH:32]=[C:24]1[C:21]1[O:20][C:19]([NH:18][C:14]2[CH:13]=[C:12]([NH:11][S:8]([CH2:7][C:1]3[CH:6]=[CH:5][CH:4]=[CH:3][CH:2]=3)(=[O:9])=[O:10])[CH:17]=[CH:16][CH:15]=2)=[N:23][CH:22]=1, predict the reactants needed to synthesize it. The reactants are: [C:1]1([CH2:7][S:8]([NH:11][C:12]2[CH:13]=[C:14]([NH:18][C:19]3[O:20][C:21]([C:24]4[N:25](C(OC(C)(C)C)=O)[C:26]5[C:31]([CH:32]=4)=[CH:30][CH:29]=[CH:28][CH:27]=5)=[CH:22][N:23]=3)[CH:15]=[CH:16][CH:17]=2)(=[O:10])=[O:9])[CH:6]=[CH:5][CH:4]=[CH:3][CH:2]=1.FC(F)(F)C(O)=O.